This data is from Forward reaction prediction with 1.9M reactions from USPTO patents (1976-2016). The task is: Predict the product of the given reaction. (1) Given the reactants [Cl:1][C:2]1[CH:10]=[CH:9][C:5]([C:6]([OH:8])=O)=[C:4]([F:11])[CH:3]=1.CN(C(ON1N=NC2C=CC=NC1=2)=[N+](C)C)C.F[P-](F)(F)(F)(F)F.[CH3:36][O:37][C:38]1[CH:43]=[C:42]([NH2:44])[CH:41]=[CH:40][N:39]=1.CCN(CC)CC, predict the reaction product. The product is: [Cl:1][C:2]1[CH:10]=[CH:9][C:5]([C:6]([NH:44][C:42]2[CH:41]=[CH:40][N:39]=[C:38]([O:37][CH3:36])[CH:43]=2)=[O:8])=[C:4]([F:11])[CH:3]=1. (2) Given the reactants [CH2:1]([CH:4]1[CH2:9][CH:8]([C:10]2[CH:15]=[CH:14][CH:13]=[C:12]([Cl:16])[CH:11]=2)[CH:7]([C:17]2[CH:22]=[CH:21][C:20]([Cl:23])=[CH:19][CH:18]=2)[N:6]([CH:24]([CH2:27][CH3:28])[CH2:25][NH2:26])[C:5]1=[O:29])[CH:2]=[CH2:3].[C:30](OC(=O)C)(=[O:32])[CH3:31], predict the reaction product. The product is: [CH2:1]([CH:4]1[CH2:9][CH:8]([C:10]2[CH:15]=[CH:14][CH:13]=[C:12]([Cl:16])[CH:11]=2)[CH:7]([C:17]2[CH:18]=[CH:19][C:20]([Cl:23])=[CH:21][CH:22]=2)[N:6]([CH:24]([CH2:27][CH3:28])[CH2:25][NH:26][C:30](=[O:32])[CH3:31])[C:5]1=[O:29])[CH:2]=[CH2:3]. (3) Given the reactants [OH:1][C:2]1[CH:3]=[C:4]([CH:7]=[CH:8][CH:9]=1)[CH:5]=[O:6].CO[C:12]1[CH:19]=[CH:18][C:15]([CH2:16]Cl)=[CH:14][CH:13]=1.C(=O)([O-])[O-].[K+].[K+].CN(C)C=O, predict the reaction product. The product is: [C:15]1([CH2:16][O:1][C:2]2[CH:3]=[C:4]([CH:7]=[CH:8][CH:9]=2)[CH:5]=[O:6])[CH:18]=[CH:19][CH:12]=[CH:13][CH:14]=1. (4) Given the reactants CN1C2C(=CC(C(F)(F)F)=CC=2)C(C)=C1C(O)=O.C([O:21][C:22]([C:24]1[NH:25][C:26]2[C:31]([CH:32]=1)=[CH:30][CH:29]=[CH:28][C:27]=2[Br:33])=[O:23])C, predict the reaction product. The product is: [Br:33][C:27]1[CH:28]=[CH:29][CH:30]=[C:31]2[C:26]=1[NH:25][C:24]([C:22]([OH:23])=[O:21])=[CH:32]2. (5) The product is: [Cl:3][C:4]1[CH:5]=[C:6]([N:15]([CH2:22][CH3:23])[C@H:16]2[C@H:20]([OH:21])[CH2:19][O:18][CH2:17]2)[C:7]([CH3:14])=[C:8]([CH:13]=1)[C:9]([OH:11])=[O:10]. Given the reactants [OH-].[Na+].[Cl:3][C:4]1[CH:5]=[C:6]([N:15]([CH2:22][CH3:23])[C@H:16]2[C@H:20]([OH:21])[CH2:19][O:18][CH2:17]2)[C:7]([CH3:14])=[C:8]([CH:13]=1)[C:9]([O:11]C)=[O:10], predict the reaction product. (6) The product is: [CH:23]([C:16]1[N:14]2[CH:15]=[C:10]([C:31]3[CH:32]=[CH:33][O:29][CH:30]=3)[CH:11]=[C:12]([C:25]([F:28])([F:27])[F:26])[C:13]2=[N:18][C:17]=1[C:19]([OH:21])=[O:20])=[O:24]. Given the reactants [O-]P([O-])([O-])=O.[K+].[K+].[K+].Br[C:10]1[CH:11]=[C:12]([C:25]([F:28])([F:27])[F:26])[C:13]2[N:14]([C:16]([CH:23]=[O:24])=[C:17]([C:19]([O:21]C)=[O:20])[N:18]=2)[CH:15]=1.[O:29]1[CH:33]=[CH:32][C:31](B(O)O)=[CH:30]1, predict the reaction product. (7) Given the reactants [Cl:1][C:2]1[CH:3]=[C:4]([C:9](O)([C:23]([F:26])([F:25])[F:24])[CH2:10][C:11]([C:13]2[CH:21]=[CH:20][C:16]([C:17]([NH2:19])=[O:18])=[C:15]([CH3:22])[CH:14]=2)=[O:12])[CH:5]=[C:6]([Cl:8])[CH:7]=1.C1(C)C=CC=CC=1.C(OC(=O)C)(=O)C.C(N(CC)CC)C, predict the reaction product. The product is: [Cl:1][C:2]1[CH:3]=[C:4]([C:9]([C:23]([F:26])([F:24])[F:25])=[CH:10][C:11]([C:13]2[CH:21]=[CH:20][C:16]([C:17]([NH2:19])=[O:18])=[C:15]([CH3:22])[CH:14]=2)=[O:12])[CH:5]=[C:6]([Cl:8])[CH:7]=1. (8) Given the reactants [NH2:1][C:2]1[C:6]([C:7]#[N:8])=[CH:5][N:4]([CH2:9][CH2:10][CH2:11][CH2:12][CH2:13][CH2:14][CH2:15][CH2:16][CH2:17][CH3:18])[N:3]=1.[NH2:19][C:20]1[N:24]([CH2:25][CH2:26][CH2:27][CH2:28][CH2:29][CH2:30][CH2:31][CH2:32][CH2:33][CH3:34])[N:23]=[CH:22][C:21]=1[C:35]#[N:36].ClCCl.CO.[CH:42]([NH2:44])=O, predict the reaction product. The product is: [CH2:25]([N:24]1[CH:20]=[C:21]2[C:22]([N:1]=[CH:2][N:3]=[C:35]2[NH2:36])=[N:23]1)[CH2:26][CH2:27][CH2:28][CH2:29][CH2:30][CH2:31][CH2:32][CH2:33][CH3:34].[CH2:9]([N:4]1[C:5]2=[N:44][CH:42]=[N:8][C:7]([NH2:19])=[C:6]2[CH:2]=[N:3]1)[CH2:10][CH2:11][CH2:12][CH2:13][CH2:14][CH2:15][CH2:16][CH2:17][CH3:18]. (9) The product is: [CH2:15]([C:11]1[C:12](=[O:14])[NH:13][C:8]([C:6]2[CH:7]=[C:2]([NH:1][CH2:27][CH3:28])[CH:3]=[CH:4][C:5]=2[O:19][CH2:20][CH2:21][CH3:22])=[N:9][C:10]=1[CH2:17][CH3:18])[CH3:16]. Given the reactants [NH2:1][C:2]1[CH:3]=[CH:4][C:5]([O:19][CH2:20][CH2:21][CH3:22])=[C:6]([C:8]2[NH:13][C:12](=[O:14])[C:11]([CH2:15][CH3:16])=[C:10]([CH2:17][CH3:18])[N:9]=2)[CH:7]=1.C([O-])=O.[NH4+].[C:27](#N)[CH3:28], predict the reaction product. (10) Given the reactants [CH2:1]([C:5]1[O:9][N:8]=[C:7]([C:10](F)=[O:11])[C:6]=1[C:13]([F:16])([F:15])[F:14])[CH:2]([CH3:4])[CH3:3].[OH:17][CH:18]([C:31]1[CH:36]=[CH:35][C:34](/[C:37](=[N:39]/O)/[NH2:38])=[CH:33][CH:32]=1)[CH2:19][N:20]1[CH2:25][CH2:24][CH2:23][C@H:22]([C:26]([O:28][CH2:29][CH3:30])=[O:27])[CH2:21]1.CCN(C(C)C)C(C)C, predict the reaction product. The product is: [OH:17][CH:18]([C:31]1[CH:36]=[CH:35][C:34]([C:37]2[N:39]=[C:10]([C:7]3[C:6]([C:13]([F:16])([F:15])[F:14])=[C:5]([CH2:1][CH:2]([CH3:4])[CH3:3])[O:9][N:8]=3)[O:11][N:38]=2)=[CH:33][CH:32]=1)[CH2:19][N:20]1[CH2:25][CH2:24][CH2:23][C@H:22]([C:26]([O:28][CH2:29][CH3:30])=[O:27])[CH2:21]1.